The task is: Predict the reaction yield, written as a fraction of the theoretical maximum amount of product (1.0 means a 100% yield; for example, 0.34 means a 34% yield).. This data is from Reaction yield outcomes from USPTO patents with 853,638 reactions. (1) The reactants are [C:1]([C:3]1[CH:8]=[CH:7][CH:6]=[CH:5][C:4]=1[C:9]1[CH:14]=[CH:13][C:12]([CH2:15][CH:16]([C:22](=O)[CH2:23][CH2:24][CH3:25])[C:17](OCC)=[O:18])=[CH:11][CH:10]=1)#[N:2].[O:27]1[CH2:32][CH2:31][CH2:30][CH:29]([NH:33][C:34]2[NH:38][CH:37]=[N:36][N:35]=2)[CH2:28]1. No catalyst specified. The product is [O:18]=[C:17]1[C:16]([CH2:15][C:12]2[CH:13]=[CH:14][C:9]([C:4]3[C:3]([C:1]#[N:2])=[CH:8][CH:7]=[CH:6][CH:5]=3)=[CH:10][CH:11]=2)=[C:22]([CH2:23][CH2:24][CH3:25])[N:35]2[N:36]=[CH:37][N:38]=[C:34]2[N:33]1[CH:29]1[CH2:30][CH2:31][CH2:32][O:27][CH2:28]1. The yield is 0.630. (2) The reactants are Cl.[NH2:2][C:3]1[CH:32]=[CH:31][C:6]2[NH:7][C:8]([C:13]3[C:14](=[O:30])[C@:15]([CH3:29])([CH2:24][CH2:25][CH:26]([CH3:28])[CH3:27])[C:16]4[C:21]([C:22]=3[OH:23])=[CH:20][CH:19]=[CH:18][CH:17]=4)=[N:9][S:10](=[O:12])(=[O:11])[C:5]=2[CH:4]=1.N1C=CC=CC=1.[C:39]([NH:42][C:43]1[CH:44]=[C:45]2[C:50](=[CH:51][CH:52]=1)[CH:49]=[C:48]([S:53](Cl)(=[O:55])=[O:54])[CH:47]=[CH:46]2)(=[O:41])[CH3:40]. The catalyst is CC(C)=O. The product is [OH:23][C:22]1[C:21]2[C:16](=[CH:17][CH:18]=[CH:19][CH:20]=2)[C@@:15]([CH3:29])([CH2:24][CH2:25][CH:26]([CH3:28])[CH3:27])[C:14](=[O:30])[C:13]=1[C:8]1[NH:7][C:6]2[CH:31]=[CH:32][C:3]([NH:2][S:53]([C:48]3[CH:49]=[C:50]4[C:45](=[CH:46][CH:47]=3)[CH:44]=[C:43]([NH:42][C:39](=[O:41])[CH3:40])[CH:52]=[CH:51]4)(=[O:55])=[O:54])=[CH:4][C:5]=2[S:10](=[O:12])(=[O:11])[N:9]=1. The yield is 0.610. (3) The reactants are [CH2:1]([N:3]1[CH:7]=[C:6]([C:8]2[S:16][C:15]3[C:10](=[N:11][CH:12]=[CH:13][C:14]=3[O:17][C:18]3[CH:23]=[CH:22][C:21]([NH2:24])=[CH:20][C:19]=3[F:25])[CH:9]=2)[N:5]=[CH:4]1)[CH3:2].[CH3:26][O:27][C:28]1[CH:33]=[CH:32][CH:31]=[CH:30][C:29]=1[CH2:34][C:35]([N:37]=[C:38]=[O:39])=[O:36]. No catalyst specified. The product is [CH2:1]([N:3]1[CH:7]=[C:6]([C:8]2[S:16][C:15]3[C:10](=[N:11][CH:12]=[CH:13][C:14]=3[O:17][C:18]3[CH:23]=[CH:22][C:21]([NH:24][C:38]([NH:37][C:35](=[O:36])[CH2:34][C:29]4[CH:30]=[CH:31][CH:32]=[CH:33][C:28]=4[O:27][CH3:26])=[O:39])=[CH:20][C:19]=3[F:25])[CH:9]=2)[N:5]=[CH:4]1)[CH3:2]. The yield is 0.420. (4) The reactants are [Cl:1][C:2]1[CH:3]=[CH:4][C:5]2[N:6]([CH:8]=[CH:9][N:10]=2)[N:7]=1.[Br:11]N1C(=O)CCC1=O.FC(F)(F)C(O)=O. The catalyst is C(#N)C. The product is [Br:11][C:8]1[N:6]2[N:7]=[C:2]([Cl:1])[CH:3]=[CH:4][C:5]2=[N:10][CH:9]=1. The yield is 0.920. (5) The reactants are [C:1]1([C:7]2[CH:8]=[C:9]([C:16]([OH:18])=O)[S:10][C:11]=2[C:12]([F:15])([F:14])[F:13])[CH:6]=[CH:5][CH:4]=[CH:3][CH:2]=1.CC[N:21]=[C:22]=[N:23]CCCN(C)C.[CH:30]1[CH:31]=[CH:32][C:33]2N(O)N=[N:36][C:34]=2C=1.[CH3:40]N(C=O)C. No catalyst specified. The product is [CH3:40][C:33]1[CH:34]=[N:36][CH:30]=[CH:31][C:32]=1[C:22]1[N:23]=[C:16]([C:9]2[S:10][C:11]([C:12]([F:13])([F:14])[F:15])=[C:7]([C:1]3[CH:2]=[CH:3][CH:4]=[CH:5][CH:6]=3)[CH:8]=2)[O:18][N:21]=1. The yield is 0.566. (6) The reactants are C[O:2][C:3](=O)[CH:4]([CH3:28])[CH2:5][C:6]1[CH:27]=[CH:26][C:9]2[C:10]3[N:14]([CH2:15][CH2:16][O:17][C:8]=2[CH:7]=1)[CH:13]=[C:12]([C:18]1[N:19]([CH:23]([CH3:25])[CH3:24])[N:20]=[CH:21][N:22]=1)[N:11]=3.O.[OH-].[Li+].C[N:34](C(ON1N=NC2C=CC=NC1=2)=[N+](C)C)C.F[P-](F)(F)(F)(F)F.[Cl-].[NH4+].C(N(CC)CC)C. The catalyst is CO.O. The product is [CH:23]([N:19]1[C:18]([C:12]2[N:11]=[C:10]3[C:9]4[CH:26]=[CH:27][C:6]([CH2:5][CH:4]([CH3:28])[C:3]([NH2:34])=[O:2])=[CH:7][C:8]=4[O:17][CH2:16][CH2:15][N:14]3[CH:13]=2)=[N:22][CH:21]=[N:20]1)([CH3:25])[CH3:24]. The yield is 0.420.